This data is from Peptide-MHC class I binding affinity with 185,985 pairs from IEDB/IMGT. The task is: Regression. Given a peptide amino acid sequence and an MHC pseudo amino acid sequence, predict their binding affinity value. This is MHC class I binding data. The peptide sequence is ISIISIRPR. The MHC is HLA-A33:01 with pseudo-sequence HLA-A33:01. The binding affinity (normalized) is 0.394.